This data is from Full USPTO retrosynthesis dataset with 1.9M reactions from patents (1976-2016). The task is: Predict the reactants needed to synthesize the given product. (1) Given the product [Cl:3][C:4]1[CH:9]=[C:8]([O:10][CH3:11])[CH:7]=[CH:6][C:5]=1[CH:12]([CH3:27])[C:13]([C:15]1[CH:26]=[CH:25][C:18]2[N:19]([CH3:24])[C:20](=[O:23])[N:21]([CH3:22])[C:17]=2[CH:16]=1)=[O:14], predict the reactants needed to synthesize it. The reactants are: [H-].[Na+].[Cl:3][C:4]1[CH:9]=[C:8]([O:10][CH3:11])[CH:7]=[CH:6][C:5]=1[CH2:12][C:13]([C:15]1[CH:26]=[CH:25][C:18]2[N:19]([CH3:24])[C:20](=[O:23])[N:21]([CH3:22])[C:17]=2[CH:16]=1)=[O:14].[CH3:27]I.O. (2) The reactants are: [H-].[Na+].COP([CH2:9][C:10]([O:12][C:13]([CH3:16])([CH3:15])[CH3:14])=[O:11])(OC)=O.[CH2:17]([O:24][C:25]([NH:27][C@H:28]1[CH2:34][CH2:33][C@@H:32]2[CH2:35][C@H:29]1[CH:30](O)[N:31]2[C:36]([O:38][C:39]([CH3:42])([CH3:41])[CH3:40])=[O:37])=[O:26])[C:18]1[CH:23]=[CH:22][CH:21]=[CH:20][CH:19]=1.[NH4+].[Cl-]. Given the product [CH2:17]([O:24][C:25]([NH:27][C@H:28]1[CH2:34][CH2:33][C@@H:32]([NH:31][C:36]([O:38][C:39]([CH3:42])([CH3:41])[CH3:40])=[O:37])[CH2:35][C@H:29]1[CH:30]=[CH:9][C:10]([O:12][C:13]([CH3:14])([CH3:15])[CH3:16])=[O:11])=[O:26])[C:18]1[CH:19]=[CH:20][CH:21]=[CH:22][CH:23]=1, predict the reactants needed to synthesize it.